Dataset: Peptide-MHC class I binding affinity with 185,985 pairs from IEDB/IMGT. Task: Regression. Given a peptide amino acid sequence and an MHC pseudo amino acid sequence, predict their binding affinity value. This is MHC class I binding data. (1) The peptide sequence is LPSSSSYSY. The MHC is HLA-B83:01 with pseudo-sequence HLA-B83:01. The binding affinity (normalized) is 0.389. (2) The peptide sequence is STPPPGTRV. The MHC is HLA-A68:02 with pseudo-sequence HLA-A68:02. The binding affinity (normalized) is 0.551. (3) The peptide sequence is RAYMNTPGL. The MHC is Patr-B0101 with pseudo-sequence Patr-B0101. The binding affinity (normalized) is 0.530. (4) The peptide sequence is YTKIVTNIL. The MHC is HLA-B15:01 with pseudo-sequence HLA-B15:01. The binding affinity (normalized) is 0.213. (5) The peptide sequence is TERLKLFAA. The MHC is HLA-B40:01 with pseudo-sequence HLA-B40:01. The binding affinity (normalized) is 0.0885. (6) The peptide sequence is GSTDSKARY. The MHC is SLA-20401 with pseudo-sequence SLA-20401. The binding affinity (normalized) is 0.0847.